Dataset: Full USPTO retrosynthesis dataset with 1.9M reactions from patents (1976-2016). Task: Predict the reactants needed to synthesize the given product. (1) Given the product [NH2:1][C:2]1[N:10]=[CH:9][CH:8]=[CH:7][C:3]=1[C:4]([O:6][CH2:11][CH3:12])=[O:5], predict the reactants needed to synthesize it. The reactants are: [NH2:1][C:2]1[N:10]=[CH:9][CH:8]=[CH:7][C:3]=1[C:4]([OH:6])=[O:5].[CH2:11](O)[CH3:12].S(=O)(=O)(O)O.C(=O)([O-])[O-].[Na+].[Na+]. (2) The reactants are: [C:1]([O:7][C:8]([CH3:11])([CH3:10])[CH3:9])(=[O:6])[CH2:2][C:3]([CH3:5])=[O:4].C([Li])CCC.[C:17](N1CC1C)(=[O:23])[CH2:18][CH2:19][CH2:20][CH2:21][CH3:22].[Cl-].[NH4+]. Given the product [O:4]=[C:3]([CH2:5][C:17](=[O:23])[CH2:18][CH2:19][CH2:20][CH2:21][CH3:22])[CH2:2][C:1]([O:7][C:8]([CH3:11])([CH3:10])[CH3:9])=[O:6], predict the reactants needed to synthesize it. (3) Given the product [F:19][C:20]1[CH:25]=[C:24]([CH3:26])[CH:23]=[CH:22][C:21]=1[C:2]1[CH:3]=[N:4][C:5]2[N:6]([CH:8]=[C:9]([CH2:11][O:12][C:13]3[CH:18]=[CH:17][CH:16]=[CH:15][N:14]=3)[N:10]=2)[CH:7]=1, predict the reactants needed to synthesize it. The reactants are: Br[C:2]1[CH:3]=[N:4][C:5]2[N:6]([CH:8]=[C:9]([CH2:11][O:12][C:13]3[CH:18]=[CH:17][CH:16]=[CH:15][N:14]=3)[N:10]=2)[CH:7]=1.[F:19][C:20]1[CH:25]=[C:24]([CH3:26])[CH:23]=[CH:22][C:21]=1B(O)O. (4) Given the product [F:15][C:16]1[C:21]([C:22]2[CH:27]=[CH:26][CH:25]=[CH:24][C:23]=2[S:28]([CH3:31])(=[O:30])=[O:29])=[CH:20][C:19]([C:2]2[N:6]3[N:7]=[CH:8][C:9]([C:11]([F:14])([F:13])[F:12])=[N:10][C:5]3=[N:4][CH:3]=2)=[CH:18][CH:17]=1, predict the reactants needed to synthesize it. The reactants are: Br[C:2]1[N:6]2[N:7]=[CH:8][C:9]([C:11]([F:14])([F:13])[F:12])=[N:10][C:5]2=[N:4][CH:3]=1.[F:15][C:16]1[C:21]([C:22]2[CH:27]=[CH:26][CH:25]=[CH:24][C:23]=2[S:28]([CH3:31])(=[O:30])=[O:29])=[CH:20][C:19](B2OC(C)(C)C(C)(C)O2)=[CH:18][CH:17]=1.FC1C=CC(B2OC(C)(C)C(C)(C)O2)=CC=1C1C=NC=CC=1.